From a dataset of Peptide-MHC class II binding affinity with 134,281 pairs from IEDB. Regression. Given a peptide amino acid sequence and an MHC pseudo amino acid sequence, predict their binding affinity value. This is MHC class II binding data. (1) The binding affinity (normalized) is 0.810. The MHC is DRB1_1302 with pseudo-sequence DRB1_1302. The peptide sequence is YDKFLANVSTALTGK. (2) The peptide sequence is GESQIVDKIDAAFKI. The MHC is DRB3_0202 with pseudo-sequence DRB3_0202. The binding affinity (normalized) is 0.0157. (3) The peptide sequence is RIDFHWLMLNPNDTVTFS. The MHC is DRB1_0701 with pseudo-sequence DRB1_0701. The binding affinity (normalized) is 0. (4) The MHC is DRB3_0202 with pseudo-sequence DRB3_0202. The peptide sequence is VKSSKPLVGPFNFRF. The binding affinity (normalized) is 0.159. (5) The peptide sequence is IDKFLANVSTVLTGK. The MHC is DRB1_0802 with pseudo-sequence DRB1_0802. The binding affinity (normalized) is 0.760. (6) The peptide sequence is VATNLIGRSLAEKLNSSVYS. The MHC is HLA-DQA10501-DQB10201 with pseudo-sequence HLA-DQA10501-DQB10201. The binding affinity (normalized) is 0. (7) The peptide sequence is WLACGVDNFCVKVLAK. The MHC is DRB1_0801 with pseudo-sequence DRB1_0801. The binding affinity (normalized) is 0.468.